Dataset: hERG potassium channel inhibition data for cardiac toxicity prediction from Karim et al.. Task: Regression/Classification. Given a drug SMILES string, predict its toxicity properties. Task type varies by dataset: regression for continuous values (e.g., LD50, hERG inhibition percentage) or binary classification for toxic/non-toxic outcomes (e.g., AMES mutagenicity, cardiotoxicity, hepatotoxicity). Dataset: herg_karim. (1) The drug is O=C(CN1C(=O)[C@]2(CCOC[C@H]2F)OC1c1cccc(Cl)c1)Nc1cc2c(cn1)C[C@]1(C2)C(=O)Nc2ncccc21. The result is 0 (non-blocker). (2) The compound is CN(C)C(=O)C(N)c1ccc(C(=O)Nc2cc(-c3cccs3)ccc2N)cc1. The result is 1 (blocker). (3) The drug is Cc1cc(-c2nc3cc4c(cc3o2)CCN(CCCSc2nnc(-c3ocnc3C)n2C)CC4)n(C)n1. The result is 1 (blocker). (4) The compound is Cc1cnc(Nc2ccc(CN3CCOCC3)cc2)nc1Nc1cccc(S(=O)(=O)NC(C)(C)C)c1. The result is 0 (non-blocker).